Dataset: NCI-60 drug combinations with 297,098 pairs across 59 cell lines. Task: Regression. Given two drug SMILES strings and cell line genomic features, predict the synergy score measuring deviation from expected non-interaction effect. (1) Cell line: HCT116. Synergy scores: CSS=8.46, Synergy_ZIP=-5.85, Synergy_Bliss=-4.59, Synergy_Loewe=-24.7, Synergy_HSA=-6.18. Drug 2: CN(CCCl)CCCl.Cl. Drug 1: CN(C)C1=NC(=NC(=N1)N(C)C)N(C)C. (2) Drug 1: CNC(=O)C1=CC=CC=C1SC2=CC3=C(C=C2)C(=NN3)C=CC4=CC=CC=N4. Drug 2: C1CC(=O)NC(=O)C1N2CC3=C(C2=O)C=CC=C3N. Cell line: CAKI-1. Synergy scores: CSS=7.22, Synergy_ZIP=-4.03, Synergy_Bliss=-3.98, Synergy_Loewe=-3.34, Synergy_HSA=-3.34. (3) Drug 1: CS(=O)(=O)CCNCC1=CC=C(O1)C2=CC3=C(C=C2)N=CN=C3NC4=CC(=C(C=C4)OCC5=CC(=CC=C5)F)Cl. Drug 2: N.N.Cl[Pt+2]Cl. Cell line: SK-MEL-5. Synergy scores: CSS=58.8, Synergy_ZIP=0.630, Synergy_Bliss=0.934, Synergy_Loewe=-7.03, Synergy_HSA=0.710. (4) Drug 1: COC1=C2C(=CC3=C1OC=C3)C=CC(=O)O2. Drug 2: B(C(CC(C)C)NC(=O)C(CC1=CC=CC=C1)NC(=O)C2=NC=CN=C2)(O)O. Cell line: DU-145. Synergy scores: CSS=61.0, Synergy_ZIP=-3.56, Synergy_Bliss=-5.04, Synergy_Loewe=-50.4, Synergy_HSA=-4.13.